This data is from Experimentally validated miRNA-target interactions with 360,000+ pairs, plus equal number of negative samples. The task is: Binary Classification. Given a miRNA mature sequence and a target amino acid sequence, predict their likelihood of interaction. (1) Result: 0 (no interaction). The miRNA is hsa-miR-3605-3p with sequence CCUCCGUGUUACCUGUCCUCUAG. The protein sequence of the target gene is MSGPCGEKPVLEASPTMSLWEFEDSHSRQGTPRPGQELAAEEASALELQMKVDFFRKLGYSSTEIHSVLQKLGVQADTNTVLGELVKHGTATERERQTSPDPCPQLPLVPRGGGTPKAPNLEPPLPEEEKEGSDLRPVVIDGSNVAMSHGNKEVFSCRGILLAVNWFLERGHTDITVFVPSWRKEQPRPDVPITDQHILRELEKKKILVFTPSRRVGGKRVVCYDDRFIVKLAYESDGIVVSNDTYRDLQGERQEWKRFIEERLLMYSFVNDKFMPPDDPLGRHGPSLDNFLRKKPLTLE.... (2) The miRNA is hsa-miR-126-3p with sequence UCGUACCGUGAGUAAUAAUGCG. The protein sequence of the target gene is MSAKAISEQTGKELLYKYICTTSAIQNRFKYARVTPDTDWAHLLQDHPWLLSQSLVVKPDQLIKRRGKLGLVGVNLSLDGVKSWLKPRLGHEATVGKAKGFLKNFLIEPFVPHSQAEEFYVCIYATREGDYVLFHHEGGVDVGDVDAKAQKLLVGVDEKLNTEDIKRHLLVHAPEDKKEVLASFISGLFNFYEDLYFTYLEINPLVVTKDGVYILDLAAKVDATADYICKVKWGDIEFPPPFGREAYPEEAYIADLDAKSGASLKLTLLNPKGRIWTMVAGGGASVVYSDTICDLGGVNE.... Result: 0 (no interaction). (3) The miRNA is hsa-miR-6839-5p with sequence UCUGGAUUGAAGAGACGACCCA. The protein sequence of the target gene is MSLTSAYQHKLAEKLTILNDRGQGVLIRMYNIKKTCSDPKSKPPFLLEKSMEPSLKYINKKFPNIDVRNSTQHLGPVHREKAEIIRFLTNYYQSFVDVMEFRDHVYELLNTIDACQCHFDINLNFDFTRSYLDLIVTYTSVILLLSRIEDRRILIGMYNCAHEMLHGHGDPSFARLGQMVLEYDHPLKKLTEEFGPHTKAVSGALLSLHFLFVRRNQGAEQWRSAQLLSLISNPPAMINPANSDTMACEYLSVEVMERWIIIGFLLCHGCLNSNSQCQKLWKLCLQGSLYITLIREDVLQ.... Result: 1 (interaction). (4) Result: 0 (no interaction). The protein sequence of the target gene is MGPLPVCLPIMLLLLLPSLLLLLLLPGPGSGEASRILRVHRRGILELAGTVGCVGPRTPIAYMKYGCFCGLGGHGQPRDAIDWCCHGHDCCYTRAEEAGCSPKTERYSWQCVNQSVLCGPAENKCQELLCKCDQEIANCLAQTEYNLKYLFYPQFLCEPDSPKCD. The miRNA is hsa-miR-378g with sequence ACUGGGCUUGGAGUCAGAAG. (5) The miRNA is hsa-miR-6744-3p with sequence GGGCCUCUCUUGUCAUCCUGCAG. The protein sequence of the target gene is MAMAYLAWRLARRSCPSSLQVTSFPVVQLHMNRTAMRASQKDFENSMNQVKLLKKDPGNEVKLKLYALYKQATEGPCNMPKPGVFDLINKAKWDAWNALGSLPKEAARQNYVDLVSSLSPSLESSSQVEPGTDRKSTGFETLVVTSEDGITKIMFNRPKKKNAINTEMYHEIMRALKAASKDDSIITVLTGNGDYYSSGNDLTNFTDIPPGGVEEKAKNNAVLLREFVGCFIDFPKPLIAVVNGPAVGISVTLLGLFDAVYASDRATFHTPFSHLGQSPEGCSSYTFPKIMSPAKATEML.... Result: 0 (no interaction). (6) The protein sequence of the target gene is MAAERGAGQQQSQEMMEVDRRVESEESGDEEGKKHGGGGIVANLSEQSLKDGVDRGAEDPEEEHELAVDMETINLDRDAEDVDLTHYRIGKIEGLEVLKKVKSLCLRQNLIKCIENLEELQSLRELDLYDNQIKKIENLEALTELEVLDISFNMLRNIEGIDKLTQLKKLFLVNNKINKIENISNLHQLQMLELGSNRIRAIENIDTLTNLESLFLGKNKITKLQNLDALTNLTVLSVQSNRLAKIEGLQSLVNLRELYLSNNGIEVIEGLENNNKLTMLDIASNRIKKIENISHLTELQ.... The miRNA is mmu-miR-140-3p with sequence UACCACAGGGUAGAACCACGG. Result: 0 (no interaction). (7) The miRNA is hsa-miR-335-5p with sequence UCAAGAGCAAUAACGAAAAAUGU. The protein sequence of the target gene is MASAVFEGTSLVNMFVRGCWVNGIRRLIVSRRGDEEEFFEIRTEWSDRSVLYLHRSLADLGRLWQRLRDAFPEDRSELAQGPLRQGLVAIKEAHDIETRLNEVEKLLKTIISMPCKYSRSEVVLTFFERSPLDQVLKNDNVHKIQPSFQSPVKISEIMRSNGFCLANTETIVIDHSIPNGRDQQLGVDPTEHLFENGSEFPSELEDGDDPAAYVTNLSYYHLVPFETDIWD. Result: 1 (interaction).